From a dataset of Peptide-MHC class I binding affinity with 185,985 pairs from IEDB/IMGT. Regression. Given a peptide amino acid sequence and an MHC pseudo amino acid sequence, predict their binding affinity value. This is MHC class I binding data. (1) The peptide sequence is SIPISELSRL. The MHC is HLA-A68:02 with pseudo-sequence HLA-A68:02. The binding affinity (normalized) is 0.441. (2) The peptide sequence is YIKSDVWAF. The MHC is HLA-B15:01 with pseudo-sequence HLA-B15:01. The binding affinity (normalized) is 0.764. (3) The peptide sequence is MAGCGYLMF. The MHC is HLA-A30:01 with pseudo-sequence HLA-A30:01. The binding affinity (normalized) is 0.125. (4) The peptide sequence is FVMPIFEQI. The MHC is HLA-B18:01 with pseudo-sequence HLA-B18:01. The binding affinity (normalized) is 0.0847. (5) The peptide sequence is AIFGQTGPK. The MHC is HLA-A11:01 with pseudo-sequence HLA-A11:01. The binding affinity (normalized) is 0.907.